From a dataset of Catalyst prediction with 721,799 reactions and 888 catalyst types from USPTO. Predict which catalyst facilitates the given reaction. (1) Reactant: [OH:1][CH2:2][CH2:3][CH:4]([O:8][C:9]1[CH:14]=[CH:13][CH:12]=[CH:11][CH:10]=1)[C:5]([OH:7])=[O:6].[C:15]([Si:19](Cl)([CH3:21])[CH3:20])([CH3:18])([CH3:17])[CH3:16].N1C=CN=C1. Product: [Si:19]([O:1][CH2:2][CH2:3][CH:4]([O:8][C:9]1[CH:14]=[CH:13][CH:12]=[CH:11][CH:10]=1)[C:5]([OH:7])=[O:6])([C:15]([CH3:18])([CH3:17])[CH3:16])([CH3:21])[CH3:20]. The catalyst class is: 18. (2) Reactant: Br[CH2:2][C:3]1[CH:8]=[CH:7][C:6]([C:9]#[N:10])=[CH:5][CH:4]=1.[C:11]1([C:17]2[CH:22]=[CH:21][C:20]([OH:23])=[CH:19][CH:18]=2)[CH:16]=[CH:15][CH:14]=[CH:13][CH:12]=1.C(=O)([O-])[O-].[K+].[K+].O. Product: [C:17]1([C:11]2[CH:16]=[CH:15][CH:14]=[CH:13][CH:12]=2)[CH:18]=[CH:19][C:20]([O:23][CH2:2][C:3]2[CH:8]=[CH:7][C:6]([C:9]#[N:10])=[CH:5][CH:4]=2)=[CH:21][CH:22]=1. The catalyst class is: 9. (3) Reactant: C([O:5][C:6]([C:8]1([C:14]2[CH:25]=[CH:24][C:17]([C:18]([O:20][CH:21]([CH3:23])[CH3:22])=[O:19])=[CH:16][CH:15]=2)[CH2:13][CH2:12][CH2:11][CH2:10][CH2:9]1)=[O:7])(C)(C)C.FC(F)(F)C(O)=O. Product: [CH:21]([O:20][C:18]([C:17]1[CH:16]=[CH:15][C:14]([C:8]2([C:6]([OH:7])=[O:5])[CH2:13][CH2:12][CH2:11][CH2:10][CH2:9]2)=[CH:25][CH:24]=1)=[O:19])([CH3:23])[CH3:22]. The catalyst class is: 4. (4) The catalyst class is: 2. Reactant: [F:1][C:2]1[CH:7]=[CH:6][C:5]([C:8]2[O:9][C:10]([C:21]3[CH:25]=[CH:24][S:23][CH:22]=3)=[C:11]([C:13]([CH3:20])([CH3:19])[C:14]([O:16]CC)=[O:15])[N:12]=2)=[CH:4][CH:3]=1.B(Br)(Br)Br.O.C(OCC)(=O)C. Product: [F:1][C:2]1[CH:7]=[CH:6][C:5]([C:8]2[O:9][C:10]([C:21]3[CH:25]=[CH:24][S:23][CH:22]=3)=[C:11]([C:13]([CH3:20])([CH3:19])[C:14]([OH:16])=[O:15])[N:12]=2)=[CH:4][CH:3]=1. (5) Reactant: [NH2:1][C:2]1[N:7]=[CH:6][N:5]=[C:4]2[N:8]([CH2:12][C:13]3[O:14][C:15]4[C:20]([C:21](=[O:29])[C:22]=3[C:23]3[CH:28]=[CH:27][CH:26]=[CH:25][CH:24]=3)=[CH:19][CH:18]=[CH:17][CH:16]=4)[N:9]=[C:10](I)[C:3]=12.[CH2:30]([OH:33])[C:31]#[CH:32].ClCCl. Product: [NH2:1][C:2]1[N:7]=[CH:6][N:5]=[C:4]2[N:8]([CH2:12][C:13]3[O:14][C:15]4[C:20]([C:21](=[O:29])[C:22]=3[C:23]3[CH:28]=[CH:27][CH:26]=[CH:25][CH:24]=3)=[CH:19][CH:18]=[CH:17][CH:16]=4)[N:9]=[C:10]([C:32]#[C:31][CH2:30][OH:33])[C:3]=12. The catalyst class is: 356. (6) Reactant: [Cl:1][C:2]1[CH:9]=[CH:8][CH:7]=[C:6]([N+:10]([O-])=O)[C:3]=1[CH:4]=[O:5].CC(O)=O.Cl. Product: [NH2:10][C:6]1[CH:7]=[CH:8][CH:9]=[C:2]([Cl:1])[C:3]=1[CH:4]=[O:5]. The catalyst class is: 186. (7) The catalyst class is: 364. Product: [Cl:15][C:13]1[CH:14]=[C:5]([C:3]([OH:4])=[O:2])[CH:6]=[C:7]2[C:12]=1[NH:11][CH:10]([C:16]1[CH:21]=[CH:20][CH:19]=[C:18]([N:22]3[CH2:23][CH2:24][O:25][CH2:26][CH2:27]3)[CH:17]=1)[C:9]([CH3:28])([CH3:29])[CH2:8]2. Reactant: C[O:2][C:3]([C:5]1[CH:6]=[C:7]2[C:12](=[C:13]([Cl:15])[CH:14]=1)[NH:11][CH:10]([C:16]1[CH:21]=[CH:20][CH:19]=[C:18]([N:22]3[CH2:27][CH2:26][O:25][CH2:24][CH2:23]3)[CH:17]=1)[C:9]([CH3:29])([CH3:28])[CH2:8]2)=[O:4].[OH-].[Na+].Cl.